From a dataset of Forward reaction prediction with 1.9M reactions from USPTO patents (1976-2016). Predict the product of the given reaction. (1) Given the reactants [F:1][C:2]([F:30])([F:29])[C:3]1[CH:28]=[CH:27][C:6]([O:7][C:8]2[CH:13]=[CH:12][CH:11]=[CH:10][C:9]=2[NH:14][S:15]([C:18]2[CH:26]=[CH:25][C:21]([C:22]([OH:24])=O)=[CH:20][CH:19]=2)(=[O:17])=[O:16])=[CH:5][CH:4]=1.[N:31]1([CH:37]2[CH2:42][CH2:41][N:40]([C:43]3[CH:48]=[CH:47][C:46]([NH2:49])=[CH:45][CH:44]=3)[CH2:39][CH2:38]2)[CH2:36][CH2:35][CH2:34][CH2:33][CH2:32]1, predict the reaction product. The product is: [N:31]1([CH:37]2[CH2:42][CH2:41][N:40]([C:43]3[CH:44]=[CH:45][C:46]([NH:49][C:22](=[O:24])[C:21]4[CH:20]=[CH:19][C:18]([S:15](=[O:16])(=[O:17])[NH:14][C:9]5[CH:10]=[CH:11][CH:12]=[CH:13][C:8]=5[O:7][C:6]5[CH:5]=[CH:4][C:3]([C:2]([F:29])([F:30])[F:1])=[CH:28][CH:27]=5)=[CH:26][CH:25]=4)=[CH:47][CH:48]=3)[CH2:39][CH2:38]2)[CH2:32][CH2:33][CH2:34][CH2:35][CH2:36]1. (2) Given the reactants [CH3:1][N:2]1[CH2:7][CH2:6][CH:5]([CH2:8][C:9]2[CH:19]=[CH:18][C:12]([C:13]([O:15]CC)=[O:14])=[CH:11][C:10]=2[C:20]([F:23])([F:22])[F:21])[CH2:4][CH2:3]1, predict the reaction product. The product is: [CH3:1][N:2]1[CH2:3][CH2:4][CH:5]([CH2:8][C:9]2[CH:19]=[CH:18][C:12]([C:13]([OH:15])=[O:14])=[CH:11][C:10]=2[C:20]([F:21])([F:23])[F:22])[CH2:6][CH2:7]1. (3) The product is: [CH3:1][O:2][C:3]1[CH:11]=[C:10]2[C:6]([CH2:7][CH2:8][NH:13][C:9]2=[O:12])=[CH:5][CH:4]=1. Given the reactants [CH3:1][O:2][C:3]1[CH:11]=[C:10]2[C:6]([CH2:7][CH2:8][C:9]2=[O:12])=[CH:5][CH:4]=1.[N-:13]=[N+]=[N-].[Na+], predict the reaction product. (4) Given the reactants [CH3:1][N:2]([C:4]1[CH:5]=[CH:6][C:7]2[N:20]=[C:19]3[C:11](=[CH:12][C:13]([CH:17]=[CH:18]3)=[N+:14]([CH3:16])[CH3:15])[S:10][C:8]=2[CH:9]=1)[CH3:3].C12(CS(O)(=O)=O)C(C)(C)C(CC1)CC2=O.C(C(CCCC)C([O-])=O)C.[Sn+2].C(C(CCCC)C([O-])=O)C, predict the reaction product. The product is: [CH3:16][N:14]([C:13]1[CH:17]=[CH:18][C:19]2[NH:20][C:7]3[CH:6]=[CH:5][C:4]([N:2]([CH3:3])[CH3:1])=[CH:9][C:8]=3[S:10][C:11]=2[CH:12]=1)[CH3:15]. (5) Given the reactants [CH2:1]([O:8][C:9]1[CH:14]=[CH:13][C:12]([C:15](=[S:17])[NH2:16])=[CH:11][C:10]=1[CH2:18][CH2:19][CH3:20])[C:2]1[CH:7]=[CH:6][CH:5]=[CH:4][CH:3]=1.Br[CH2:22][C:23](=O)[CH2:24][CH3:25], predict the reaction product. The product is: [CH2:1]([O:8][C:9]1[CH:14]=[CH:13][C:12]([C:15]2[S:17][CH:22]=[C:23]([CH2:24][CH3:25])[N:16]=2)=[CH:11][C:10]=1[CH2:18][CH2:19][CH3:20])[C:2]1[CH:3]=[CH:4][CH:5]=[CH:6][CH:7]=1. (6) Given the reactants Cl.[CH2:2]([N:6]([S:16]([C:19]1[CH:24]=[CH:23][C:22]([N+:25]([O-])=O)=[CH:21][CH:20]=1)(=[O:18])=[O:17])[C@H:7]([C:13]([OH:15])=[O:14])[CH2:8][CH2:9][CH2:10][CH2:11][NH2:12])[CH:3]([CH3:5])[CH3:4].[CH3:28][O:29][C:30]1[CH:35]=[CH:34][C:33]([CH2:36][C:37]([NH:39][C@H:40]([C:48](O)=[O:49])[CH2:41][C:42]2[CH:47]=[CH:46][CH:45]=[CH:44][CH:43]=2)=[O:38])=[CH:32][CH:31]=1, predict the reaction product. The product is: [CH3:4][CH:3]([CH2:2][N:6]([S:16]([C:19]1[CH:24]=[CH:23][C:22]([NH2:25])=[CH:21][CH:20]=1)(=[O:18])=[O:17])[C@H:7]([C:13]([OH:15])=[O:14])[CH2:8][CH2:9][CH2:10][CH2:11][NH:12][C:48]([C@@H:40]([NH:39][C:37]([CH2:36][C:33]1[CH:34]=[CH:35][C:30]([O:29][CH3:28])=[CH:31][CH:32]=1)=[O:38])[CH2:41][C:42]1[CH:43]=[CH:44][CH:45]=[CH:46][CH:47]=1)=[O:49])[CH3:5]. (7) Given the reactants [C:1]([O:5][C:6]([N:8]1[CH2:13][CH2:12][CH:11]([O:14][C:15]2[CH:24]=[C:23](F)[CH:22]=[CH:21][C:16]=2[C:17]([O:19][CH3:20])=[O:18])[CH2:10][CH2:9]1)=[O:7])([CH3:4])([CH3:3])[CH3:2].[NH:26]1[CH2:30][CH2:29][CH2:28][CH2:27]1, predict the reaction product. The product is: [C:1]([O:5][C:6]([N:8]1[CH2:13][CH2:12][CH:11]([O:14][C:15]2[CH:24]=[C:23]([N:26]3[CH2:30][CH2:29][CH2:28][CH2:27]3)[CH:22]=[CH:21][C:16]=2[C:17]([O:19][CH3:20])=[O:18])[CH2:10][CH2:9]1)=[O:7])([CH3:4])([CH3:3])[CH3:2]. (8) Given the reactants [Cl:1][C:2]1[S:30][C:5]2[O:6][C:7]3[CH:28]=[C:27]([CH3:29])[CH:26]=[CH:25][C:8]=3[N:9]=[C:10]([N:11]3[CH2:16][CH2:15][N:14]([CH2:17][C:18]([CH3:24])([CH3:23])[C:19]([O:21]C)=[O:20])[CH2:13][CH2:12]3)[C:4]=2[CH:3]=1.[OH-].[Na+].Cl, predict the reaction product. The product is: [Cl:1][C:2]1[S:30][C:5]2[O:6][C:7]3[CH:28]=[C:27]([CH3:29])[CH:26]=[CH:25][C:8]=3[N:9]=[C:10]([N:11]3[CH2:12][CH2:13][N:14]([CH2:17][C:18]([CH3:24])([CH3:23])[C:19]([OH:21])=[O:20])[CH2:15][CH2:16]3)[C:4]=2[CH:3]=1. (9) Given the reactants [CH3:1][O:2][CH2:3][C:4]1([N:17]([C:22]2[CH:27]=[CH:26][CH:25]=[CH:24][CH:23]=2)[C:18](=[O:21])[CH2:19][CH3:20])[CH2:9][CH2:8][N:7]([CH2:10][CH2:11][C:12]2[S:13][CH:14]=[CH:15][CH:16]=2)[CH2:6][CH2:5]1.O.[C:29]([OH:41])(=[O:40])[CH2:30][C:31]([CH2:36][C:37]([OH:39])=[O:38])([C:33]([OH:35])=[O:34])[OH:32], predict the reaction product. The product is: [C:29]([OH:41])(=[O:40])[CH2:30][C:31]([CH2:36][C:37]([OH:39])=[O:38])([C:33]([OH:35])=[O:34])[OH:32].[CH3:1][O:2][CH2:3][C:4]1([N:17]([C:22]2[CH:27]=[CH:26][CH:25]=[CH:24][CH:23]=2)[C:18](=[O:21])[CH2:19][CH3:20])[CH2:5][CH2:6][N:7]([CH2:10][CH2:11][C:12]2[S:13][CH:14]=[CH:15][CH:16]=2)[CH2:8][CH2:9]1. (10) Given the reactants Cl[C:2]1[N:7]=[CH:6][C:5]([C:8]2[O:12][N:11]=[C:10]([C:13]3[CH:14]=[C:15]([CH:19]=[CH:20][CH:21]=3)[C:16]([OH:18])=[O:17])[CH:9]=2)=[CH:4][CH:3]=1.C(N(CC)CC)C.[CH2:29]([NH:33][CH3:34])[CH:30]([CH3:32])[CH3:31], predict the reaction product. The product is: [CH2:29]([N:33]([CH3:34])[C:2]1[N:7]=[CH:6][C:5]([C:8]2[O:12][N:11]=[C:10]([C:13]3[CH:14]=[C:15]([CH:19]=[CH:20][CH:21]=3)[C:16]([OH:18])=[O:17])[CH:9]=2)=[CH:4][CH:3]=1)[CH:30]([CH3:32])[CH3:31].